This data is from NCI-60 drug combinations with 297,098 pairs across 59 cell lines. The task is: Regression. Given two drug SMILES strings and cell line genomic features, predict the synergy score measuring deviation from expected non-interaction effect. (1) Drug 1: CCCS(=O)(=O)NC1=C(C(=C(C=C1)F)C(=O)C2=CNC3=C2C=C(C=N3)C4=CC=C(C=C4)Cl)F. Drug 2: CN1C2=C(C=C(C=C2)N(CCCl)CCCl)N=C1CCCC(=O)O.Cl. Cell line: HS 578T. Synergy scores: CSS=12.7, Synergy_ZIP=1.73, Synergy_Bliss=11.5, Synergy_Loewe=3.10, Synergy_HSA=5.36. (2) Drug 1: CC1=C(C(=CC=C1)Cl)NC(=O)C2=CN=C(S2)NC3=CC(=NC(=N3)C)N4CCN(CC4)CCO. Drug 2: COC1=C2C(=CC3=C1OC=C3)C=CC(=O)O2. Cell line: HCT-15. Synergy scores: CSS=2.91, Synergy_ZIP=1.45, Synergy_Bliss=4.38, Synergy_Loewe=-22.5, Synergy_HSA=-7.22. (3) Drug 1: CN(C)C1=NC(=NC(=N1)N(C)C)N(C)C. Drug 2: C(CCl)NC(=O)N(CCCl)N=O. Cell line: KM12. Synergy scores: CSS=5.54, Synergy_ZIP=-5.22, Synergy_Bliss=-8.50, Synergy_Loewe=-8.93, Synergy_HSA=-8.27.